This data is from Catalyst prediction with 721,799 reactions and 888 catalyst types from USPTO. The task is: Predict which catalyst facilitates the given reaction. (1) Reactant: [F:1][C:2]1[CH:7]=[CH:6][C:5]([C:8]2[CH:13]=[CH:12][N:11]=[CH:10][C:9]=2[N:14]([CH3:32])[C:15](=[O:31])[C:16]2[CH:21]=[C:20]([C:22]([F:25])([F:24])[F:23])[CH:19]=[C:18](SCCOC)[CH:17]=2)=[C:4]([O:33][CH3:34])[CH:3]=1.O[O:36][S:37]([O-:39])=O.[K+].[NH4+].[Cl-].[CH3:43][CH2:44][O:45][C:46](C)=O. Product: [F:1][C:2]1[CH:7]=[CH:6][C:5]([C:8]2[CH:13]=[CH:12][N:11]=[CH:10][C:9]=2[N:14]([CH3:32])[C:15](=[O:31])[C:16]2[CH:21]=[C:20]([C:22]([F:23])([F:25])[F:24])[CH:19]=[C:18]([S:37]([CH2:43][CH2:44][O:45][CH3:46])(=[O:39])=[O:36])[CH:17]=2)=[C:4]([O:33][CH3:34])[CH:3]=1. The catalyst class is: 24. (2) Reactant: Br[C:2]1[CH:3]=[C:4]2[C:9](=[CH:10][CH:11]=1)[O:8][C:7]([CH2:12][N:13]1[CH2:18][CH2:17][O:16][CH2:15][CH2:14]1)=[C:6]([C:19]1[CH:24]=[CH:23][CH:22]=[CH:21][CH:20]=1)[C:5]2=[O:25].[H][H]. Product: [O:16]1[CH2:17][CH2:18][N:13]([CH2:12][C:7]2[O:8][C:9]3[C:4]([C:5](=[O:25])[C:6]=2[C:19]2[CH:20]=[CH:21][CH:22]=[CH:23][CH:24]=2)=[CH:3][CH:2]=[CH:11][CH:10]=3)[CH2:14][CH2:15]1. The catalyst class is: 19. (3) Reactant: [CH3:1][NH:2][C:3]([C:5]1[C:13]2[C:8](=[N:9][C:10]([N:15]([S:17]([CH3:20])(=[O:19])=[O:18])[CH3:16])=[C:11](I)[CH:12]=2)[O:7][C:6]=1[C:21]1[CH:26]=[CH:25][C:24]([F:27])=[CH:23][CH:22]=1)=[O:4].[C:28](#[N:31])[CH:29]=[CH2:30].C(N(CC)CC)C. Product: [C:28](/[CH:29]=[CH:30]/[C:11]1[CH:12]=[C:13]2[C:5]([C:3]([NH:2][CH3:1])=[O:4])=[C:6]([C:21]3[CH:26]=[CH:25][C:24]([F:27])=[CH:23][CH:22]=3)[O:7][C:8]2=[N:9][C:10]=1[N:15]([CH3:16])[S:17]([CH3:20])(=[O:19])=[O:18])#[N:31]. The catalyst class is: 274. (4) Reactant: [C:1]([O:5][C:6]([N:8]1[CH2:13][C@H:12]([CH2:14][O:15][CH3:16])[N:11]([CH2:17][C:18]([N:20]2[C:28]3[C:23](=[CH:24][C:25](Br)=[C:26]([CH2:29][N:30]4[CH2:34][CH2:33][CH2:32][C:31]4=[O:35])[CH:27]=3)[C:22]([CH3:38])([CH3:37])[CH2:21]2)=[O:19])[CH2:10][C@H:9]1[CH3:39])=[O:7])([CH3:4])([CH3:3])[CH3:2].C(N(CC)CC)C. Product: [C:1]([O:5][C:6]([N:8]1[CH2:13][C@H:12]([CH2:14][O:15][CH3:16])[N:11]([CH2:17][C:18]([N:20]2[C:28]3[C:23](=[CH:24][CH:25]=[C:26]([CH2:29][N:30]4[CH2:34][CH2:33][CH2:32][C:31]4=[O:35])[CH:27]=3)[C:22]([CH3:38])([CH3:37])[CH2:21]2)=[O:19])[CH2:10][C@H:9]1[CH3:39])=[O:7])([CH3:4])([CH3:2])[CH3:3]. The catalyst class is: 19. (5) Reactant: [NH2:1][CH:2]1[CH2:7][CH2:6][N:5]([C:8]([O:10][C:11]([CH3:14])([CH3:13])[CH3:12])=[O:9])[CH2:4][CH2:3]1.[C:15](Cl)(=[O:26])[O:16][CH2:17][C:18]1[CH:23]=[C:22]([Cl:24])[CH:21]=[C:20]([Cl:25])[CH:19]=1.[OH-].[Na+]. Product: [Cl:24][C:22]1[CH:23]=[C:18]([CH:19]=[C:20]([Cl:25])[CH:21]=1)[CH2:17][O:16][C:15]([NH:1][CH:2]1[CH2:3][CH2:4][N:5]([C:8]([O:10][C:11]([CH3:14])([CH3:13])[CH3:12])=[O:9])[CH2:6][CH2:7]1)=[O:26]. The catalyst class is: 2. (6) The catalyst class is: 4. Product: [F:43][C:2]1([F:1])[CH2:6][C@H:5]([O:7][C:8]2[CH:13]=[CH:12][C:11]([S:14]([NH:17][C:18]3[CH:23]=[CH:22][N:21]=[CH:20][N:19]=3)(=[O:16])=[O:15])=[C:10]([F:35])[C:9]=2[F:36])[C@@H:4]([C:37]2[N:41]([CH3:42])[N:40]=[CH:39][CH:38]=2)[CH2:3]1. Reactant: [F:1][C:2]1([F:43])[CH2:6][C@H:5]([O:7][C:8]2[CH:13]=[CH:12][C:11]([S:14]([N:17](CC3C=CC(OC)=CC=3OC)[C:18]3[CH:23]=[CH:22][N:21]=[CH:20][N:19]=3)(=[O:16])=[O:15])=[C:10]([F:35])[C:9]=2[F:36])[C@@H:4]([C:37]2[N:41]([CH3:42])[N:40]=[CH:39][CH:38]=2)[CH2:3]1.C([SiH](CC)CC)C.FC(F)(F)C(O)=O. (7) The catalyst class is: 7. Reactant: [H-].[Na+].[CH2:3]([O:5][C:6](=[O:17])[CH2:7][C:8]1[C:9]([CH2:15][CH3:16])=[N:10][NH:11][C:12]=1[CH2:13][CH3:14])[CH3:4].I[CH2:19][CH3:20]. Product: [CH2:3]([O:5][C:6](=[O:17])[CH2:7][C:8]1[C:9]([CH2:15][CH3:16])=[N:10][N:11]([CH2:19][CH3:20])[C:12]=1[CH2:13][CH3:14])[CH3:4]. (8) Reactant: Cl[C:2]1[CH:7]=[C:6]([O:8][CH2:9][C:10]#[C:11][CH3:12])[N:5]=[CH:4][N:3]=1.C(=O)([O-])[O-].[K+].[K+].[F:19][C:20]1[CH:25]=[CH:24][C:23]([OH:26])=[CH:22][CH:21]=1.[Cl-].[NH4+]. Product: [F:19][C:20]1[CH:25]=[CH:24][C:23]([O:26][C:2]2[CH:7]=[C:6]([O:8][CH2:9][C:10]#[C:11][CH3:12])[N:5]=[CH:4][N:3]=2)=[CH:22][CH:21]=1. The catalyst class is: 9.